From a dataset of Full USPTO retrosynthesis dataset with 1.9M reactions from patents (1976-2016). Predict the reactants needed to synthesize the given product. (1) Given the product [NH2:10][C:7]1[S:6][C:5]([C:3]([NH2:11])=[O:2])=[CH:9][CH:8]=1, predict the reactants needed to synthesize it. The reactants are: C[O:2][C:3]([C:5]1[S:6][C:7]([NH2:10])=[CH:8][CH:9]=1)=O.[NH4+:11].[OH-]. (2) Given the product [CH2:15]([C:14]1[O:12][C:11]2[C:10]3[CH:9]=[CH:8][C:7]([CH3:13])=[CH:6][C:5]=3[N:4]=[CH:3][C:2]=2[N:1]=1)[CH2:16][CH2:17][CH3:18], predict the reactants needed to synthesize it. The reactants are: [NH2:1][C:2]1[CH:3]=[N:4][C:5]2[C:10]([C:11]=1[OH:12])=[CH:9][CH:8]=[C:7]([CH3:13])[CH:6]=2.[C:14](O[C:14](=O)[CH2:15][CH2:16][CH2:17][CH3:18])(=O)[CH2:15][CH2:16][CH2:17][CH3:18].[OH-].[Na+]. (3) Given the product [NH:1]1[C:5]2[CH2:6][CH2:7][CH2:8][CH2:9][C:4]=2[N:3]=[C:2]1[NH2:10], predict the reactants needed to synthesize it. The reactants are: [NH:1]1[C:5]2[CH2:6][CH2:7][CH2:8][CH2:9][C:4]=2[N:3]=[C:2]1[NH:10]C(=O)C.O.OS(O)(=O)=O. (4) Given the product [NH2:8][CH2:7][C:6]1[C:5]([F:13])=[C:4]([C:11]([F:12])=[CH:10][CH:9]=1)[NH2:1].[ClH:14], predict the reactants needed to synthesize it. The reactants are: [N+:1]([C:4]1[C:5]([F:13])=[C:6]([CH:9]=[CH:10][C:11]=1[F:12])[C:7]#[N:8])([O-])=O.[ClH:14]. (5) Given the product [CH3:1][C:2]1([CH3:31])[O:6][C@H:5]([C:7]([N:9]2[CH2:14][CH2:13][C:12]([C:15]3[C:16]([F:30])=[CH:17][C:18]([N:22]4[CH2:26][C@H:25]([CH2:27][O:28][S:40]([CH3:39])(=[O:42])=[O:41])[O:24][C:23]4=[O:29])=[CH:19][C:20]=3[F:21])=[CH:11][CH2:10]2)=[O:8])[CH2:4][O:3]1, predict the reactants needed to synthesize it. The reactants are: [CH3:1][C:2]1([CH3:31])[O:6][C@H:5]([C:7]([N:9]2[CH2:14][CH2:13][C:12]([C:15]3[C:20]([F:21])=[CH:19][C:18]([N:22]4[CH2:26][C@H:25]([CH2:27][OH:28])[O:24][C:23]4=[O:29])=[CH:17][C:16]=3[F:30])=[CH:11][CH2:10]2)=[O:8])[CH2:4][O:3]1.C(N(CC)CC)C.[CH3:39][S:40](Cl)(=[O:42])=[O:41].C(=O)(O)[O-].[Na+]. (6) Given the product [I:1][C:2]1[N:3]=[CH:4][N:5]([C:13]([C:7]2[CH:12]=[CH:11][CH:10]=[CH:9][CH:8]=2)([C:20]2[CH:21]=[CH:22][CH:23]=[CH:24][CH:25]=2)[C:14]2[CH:15]=[CH:16][CH:17]=[CH:18][CH:19]=2)[CH:6]=1, predict the reactants needed to synthesize it. The reactants are: [I:1][C:2]1[N:3]=[CH:4][NH:5][CH:6]=1.[C:7]1([C:13](Cl)([C:20]2[CH:25]=[CH:24][CH:23]=[CH:22][CH:21]=2)[C:14]2[CH:19]=[CH:18][CH:17]=[CH:16][CH:15]=2)[CH:12]=[CH:11][CH:10]=[CH:9][CH:8]=1.C(N(CC)CC)C.